From a dataset of Peptide-MHC class II binding affinity with 134,281 pairs from IEDB. Regression. Given a peptide amino acid sequence and an MHC pseudo amino acid sequence, predict their binding affinity value. This is MHC class II binding data. (1) The peptide sequence is VSKGAPCRIPVIVAD. The MHC is DRB1_1101 with pseudo-sequence DRB1_1101. The binding affinity (normalized) is 0.410. (2) The peptide sequence is AAAQASAAAAAYEAA. The MHC is DRB1_1501 with pseudo-sequence DRB1_1501. The binding affinity (normalized) is 0.0674. (3) The peptide sequence is IDLTKIDRCFQLRGNG. The MHC is DRB1_1301 with pseudo-sequence DRB1_1301. The binding affinity (normalized) is 0. (4) The peptide sequence is AANKQKQELDEISTN. The MHC is DRB5_0101 with pseudo-sequence DRB5_0101. The binding affinity (normalized) is 0.402. (5) The peptide sequence is IFSQNMNIKLQMPLY. The MHC is DRB3_0101 with pseudo-sequence DRB3_0101. The binding affinity (normalized) is 0.425. (6) The peptide sequence is VRILRRVHHRKYLTD. The MHC is HLA-DQA10401-DQB10402 with pseudo-sequence HLA-DQA10401-DQB10402. The binding affinity (normalized) is 0.121. (7) The binding affinity (normalized) is 0.378. The peptide sequence is KMIGGIGGFIKVRQYDQISI. The MHC is HLA-DPA10201-DPB10501 with pseudo-sequence HLA-DPA10201-DPB10501. (8) The MHC is HLA-DQA10301-DQB10302 with pseudo-sequence HLA-DQA10301-DQB10302. The peptide sequence is GRGSGSSFEIKSTKPEASSG. The binding affinity (normalized) is 0.195. (9) The binding affinity (normalized) is 0.371. The peptide sequence is HGSEPCIIHRGKPFQLEAV. The MHC is HLA-DQA10401-DQB10402 with pseudo-sequence HLA-DQA10401-DQB10402.